This data is from Catalyst prediction with 721,799 reactions and 888 catalyst types from USPTO. The task is: Predict which catalyst facilitates the given reaction. (1) Reactant: [C:1]([NH:5][S:6]([C:9]1[C:18]2[C:13](=[CH:14][CH:15]=[CH:16][CH:17]=2)[C:12]([C:19]([O:21]C)=[O:20])=[CH:11][CH:10]=1)(=[O:8])=[O:7])([CH3:4])([CH3:3])[CH3:2].O[Li].O. Product: [C:1]([NH:5][S:6]([C:9]1[C:18]2[C:13](=[CH:14][CH:15]=[CH:16][CH:17]=2)[C:12]([C:19]([OH:21])=[O:20])=[CH:11][CH:10]=1)(=[O:8])=[O:7])([CH3:4])([CH3:2])[CH3:3]. The catalyst class is: 24. (2) Reactant: [F:1][C:2]([F:24])([F:23])[C:3]1[CH:4]=[C:5]([C:13]2[C:14]3[N:15]([N:19]=[C:20]([NH2:22])[N:21]=3)[CH:16]=[CH:17][CH:18]=2)[CH:6]=[C:7]([C:9]([F:12])([F:11])[F:10])[CH:8]=1.ClC(Cl)(Cl)C(Cl)(Cl)Cl.C(N(CC)CC)C.CP(C)C.[F:44][CH:45]1[C:50](=O)[CH2:49][CH2:48][N:47]([C:52]([O:54][C:55]([CH3:58])([CH3:57])[CH3:56])=[O:53])[CH2:46]1.[B][B][B][B][B][B][B][B][B][B].C([O-])(O)=O.[Na+]. Product: [C:55]([O:54][C:52]([N:47]1[CH2:48][CH2:49][CH:50]([NH:22][C:20]2[N:21]=[C:14]3[C:13]([C:5]4[CH:6]=[C:7]([C:9]([F:10])([F:12])[F:11])[CH:8]=[C:3]([C:2]([F:1])([F:23])[F:24])[CH:4]=4)=[CH:18][CH:17]=[CH:16][N:15]3[N:19]=2)[CH:45]([F:44])[CH2:46]1)=[O:53])([CH3:58])([CH3:56])[CH3:57]. The catalyst class is: 36. (3) Reactant: [OH-].[K+].[Cl:3][C:4]1[CH:12]=[C:11]2[C:7]([C:8]([CH2:14][C:15]([O:17]CC)=[O:16])=[N:9][N:10]2[CH3:13])=[CH:6][CH:5]=1. Product: [Cl:3][C:4]1[CH:12]=[C:11]2[C:7]([C:8]([CH2:14][C:15]([OH:17])=[O:16])=[N:9][N:10]2[CH3:13])=[CH:6][CH:5]=1. The catalyst class is: 5. (4) Reactant: [CH3:1][O:2][C:3]([C:5]1[S:6][C:7]([C:19]#[C:20][C:21]([CH3:24])([CH3:23])[CH3:22])=[CH:8][C:9]=1[NH:10][CH2:11][CH2:12][P:13]([O:16][CH2:17][CH3:18])([CH3:15])=[O:14])=[O:4].[CH3:25][CH:26]1[CH2:31][CH2:30][CH:29]([C:32](Cl)=[O:33])[CH2:28][CH2:27]1. Product: [CH3:1][O:2][C:3]([C:5]1[S:6][C:7]([C:19]#[C:20][C:21]([CH3:23])([CH3:22])[CH3:24])=[CH:8][C:9]=1[N:10]([CH2:11][CH2:12][P:13]([O:16][CH2:17][CH3:18])([CH3:15])=[O:14])[C:32]([CH:29]1[CH2:30][CH2:31][CH:26]([CH3:25])[CH2:27][CH2:28]1)=[O:33])=[O:4]. The catalyst class is: 436. (5) Reactant: S(=O)(=O)(O)O.[Cl:6][C:7]1[CH:12]=[CH:11][C:10]([CH2:13][CH2:14][NH:15][C:16](=[O:21])[C:17]([F:20])([F:19])[F:18])=[CH:9][CH:8]=1.[CH2:22]=O. Product: [Cl:6][C:7]1[CH:8]=[C:9]2[C:10]([CH2:13][CH2:14][N:15]([C:16](=[O:21])[C:17]([F:19])([F:20])[F:18])[CH2:22]2)=[CH:11][CH:12]=1. The catalyst class is: 15. (6) Product: [CH3:1][O:2][C:3](=[O:4])[C:5]([C:6]#[N:7])=[CH:8][CH2:9][CH:10]([CH3:12])[CH3:11]. Reactant: [CH3:1][O:2][C:3]([CH2:5][C:6]#[N:7])=[O:4].[CH:8](=O)[CH2:9][CH:10]([CH3:12])[CH3:11].N1CCCCC1. The catalyst class is: 244. (7) Reactant: [Br:1][C:2]1[CH:7]=[C:6]([O:8][CH3:9])[C:5]([CH:10]2[C:15](=[O:16])[CH2:14][CH2:13][CH2:12][C:11]2=[O:17])=[C:4]([Cl:18])[CH:3]=1.[C:19](=O)([O-])[O-].[K+].[K+].IC.O. Product: [Br:1][C:2]1[CH:7]=[C:6]([O:8][CH3:9])[C:5]([C:10]2[C:15](=[O:16])[CH2:14][CH2:13][CH2:12][C:11]=2[O:17][CH3:19])=[C:4]([Cl:18])[CH:3]=1. The catalyst class is: 21. (8) Reactant: [Cl:1][C:2]1[CH:3]=[CH:4][C:5]2[CH:9]=[C:8]([S:10]([N:13]3[CH2:18][CH2:17][N:16]([CH2:19][CH:20]4[CH2:25][CH2:24][NH:23][CH2:22][CH2:21]4)[C:15](=[O:26])[CH2:14]3)(=[O:12])=[O:11])[S:7][C:6]=2[CH:27]=1.[Cl:28][C:29]1[N:34]=[C:33](Cl)[CH:32]=[CH:31][N:30]=1.C(N(C(C)C)CC)(C)C. Product: [Cl:1][C:2]1[CH:3]=[CH:4][C:5]2[CH:9]=[C:8]([S:10]([N:13]3[CH2:18][CH2:17][N:16]([CH2:19][CH:20]4[CH2:21][CH2:22][N:23]([C:31]5[CH:32]=[CH:33][N:34]=[C:29]([Cl:28])[N:30]=5)[CH2:24][CH2:25]4)[C:15](=[O:26])[CH2:14]3)(=[O:12])=[O:11])[S:7][C:6]=2[CH:27]=1. The catalyst class is: 51. (9) Reactant: [ClH:1].[O:2]1[C:6]2[CH:7]=[CH:8][C:9]([C@@H:11]([CH2:18][C:19]3[N:20]=[C:21]([CH2:24][CH2:25][CH2:26][CH2:27][NH:28][C:29]4[CH:34]=[C:33]([N:35]5[CH2:40][CH2:39][O:38][CH2:37][CH2:36]5)[CH:32]=[CH:31][N:30]=4)[S:22][CH:23]=3)[CH2:12][C:13]([O:15]CC)=[O:14])=[CH:10][C:5]=2[O:4][CH2:3]1.[Li+].[OH-].Cl. Product: [ClH:1].[O:2]1[C:6]2[CH:7]=[CH:8][C:9]([C@@H:11]([CH2:18][C:19]3[N:20]=[C:21]([CH2:24][CH2:25][CH2:26][CH2:27][NH:28][C:29]4[CH:34]=[C:33]([N:35]5[CH2:36][CH2:37][O:38][CH2:39][CH2:40]5)[CH:32]=[CH:31][N:30]=4)[S:22][CH:23]=3)[CH2:12][C:13]([OH:15])=[O:14])=[CH:10][C:5]=2[O:4][CH2:3]1. The catalyst class is: 1. (10) Reactant: [F:1][C:2]1[C:3]([NH:9][CH2:10][C:11]2[CH:16]=[CH:15][CH:14]=[C:13]([F:17])[CH:12]=2)=[N:4][C:5](F)=[CH:6][CH:7]=1.[CH3:18][O-:19].[Na+]. Product: [F:1][C:2]1[C:3]([NH:9][CH2:10][C:11]2[CH:16]=[CH:15][CH:14]=[C:13]([F:17])[CH:12]=2)=[N:4][C:5]([O:19][CH3:18])=[CH:6][CH:7]=1. The catalyst class is: 430.